Dataset: Full USPTO retrosynthesis dataset with 1.9M reactions from patents (1976-2016). Task: Predict the reactants needed to synthesize the given product. (1) Given the product [C:7]([NH:11][C:12]1[N:3]2[NH:4][CH:5]=[CH:6][C:2]2=[N:1][C:13]=1[C:14]1[CH:19]=[CH:18][CH:17]=[CH:16][CH:15]=1)([CH3:10])([CH3:9])[CH3:8], predict the reactants needed to synthesize it. The reactants are: [NH2:1][C:2]1[CH:6]=[CH:5][NH:4][N:3]=1.[C:7]([N+:11]#[C-:12])([CH3:10])([CH3:9])[CH3:8].[CH:13](=O)[C:14]1[CH:19]=[CH:18][CH:17]=[CH:16][CH:15]=1. (2) Given the product [CH3:29][C:23]1[CH:24]=[C:25]([C:27]#[N:28])[S:26][C:22]=1[C:2]1[CH:3]=[CH:4][C:5]2[NH:11][C:10](=[O:12])[CH2:9][O:8][C:7]([CH3:19])([C:13]3[CH:18]=[CH:17][CH:16]=[CH:15][CH:14]=3)[C:6]=2[CH:20]=1, predict the reactants needed to synthesize it. The reactants are: Br[C:2]1[CH:3]=[CH:4][C:5]2[NH:11][C:10](=[O:12])[CH2:9][O:8][C:7]([CH3:19])([C:13]3[CH:18]=[CH:17][CH:16]=[CH:15][CH:14]=3)[C:6]=2[CH:20]=1.Br[C:22]1[S:26][C:25]([C:27]#[N:28])=[CH:24][C:23]=1[CH3:29].